This data is from NCI-60 drug combinations with 297,098 pairs across 59 cell lines. The task is: Regression. Given two drug SMILES strings and cell line genomic features, predict the synergy score measuring deviation from expected non-interaction effect. (1) Drug 1: CN1C2=C(C=C(C=C2)N(CCCl)CCCl)N=C1CCCC(=O)O.Cl. Drug 2: C(CC(=O)O)C(=O)CN.Cl. Cell line: M14. Synergy scores: CSS=6.34, Synergy_ZIP=-4.29, Synergy_Bliss=-5.00, Synergy_Loewe=-3.38, Synergy_HSA=-3.08. (2) Drug 1: CS(=O)(=O)CCNCC1=CC=C(O1)C2=CC3=C(C=C2)N=CN=C3NC4=CC(=C(C=C4)OCC5=CC(=CC=C5)F)Cl. Drug 2: CN(CCCl)CCCl.Cl. Cell line: BT-549. Synergy scores: CSS=22.7, Synergy_ZIP=-7.90, Synergy_Bliss=-3.06, Synergy_Loewe=-1.23, Synergy_HSA=0.892. (3) Drug 1: CC12CCC3C(C1CCC2O)C(CC4=C3C=CC(=C4)O)CCCCCCCCCS(=O)CCCC(C(F)(F)F)(F)F. Drug 2: C1=NC2=C(N1)C(=S)N=CN2. Cell line: A498. Synergy scores: CSS=20.0, Synergy_ZIP=-5.06, Synergy_Bliss=-2.77, Synergy_Loewe=-7.58, Synergy_HSA=0.459. (4) Drug 1: CNC(=O)C1=NC=CC(=C1)OC2=CC=C(C=C2)NC(=O)NC3=CC(=C(C=C3)Cl)C(F)(F)F. Drug 2: C#CCC(CC1=CN=C2C(=N1)C(=NC(=N2)N)N)C3=CC=C(C=C3)C(=O)NC(CCC(=O)O)C(=O)O. Cell line: SK-MEL-28. Synergy scores: CSS=0.782, Synergy_ZIP=-0.359, Synergy_Bliss=-0.326, Synergy_Loewe=-0.138, Synergy_HSA=-0.454.